Dataset: Retrosynthesis with 50K atom-mapped reactions and 10 reaction types from USPTO. Task: Predict the reactants needed to synthesize the given product. (1) Given the product COc1ccc(Cc2cc([C@]3(OC)O[C@H](C=O)[C@@H](OCc4ccccc4)[C@H](OCc4ccccc4)[C@H]3OCc3ccccc3)ccc2Cl)c(F)c1F, predict the reactants needed to synthesize it. The reactants are: COc1ccc(Cc2cc([C@]3(OC)O[C@H](CO)[C@@H](OCc4ccccc4)[C@H](OCc4ccccc4)[C@H]3OCc3ccccc3)ccc2Cl)c(F)c1F. (2) Given the product Nc1ncc(-c2ccc(OCCN3CCOCC3)cc2)cc1OCc1c(Cl)cccc1Cl, predict the reactants needed to synthesize it. The reactants are: CC1(C)OB(c2ccc(OCCN3CCOCC3)cc2)OC1(C)C.Nc1ncc(Br)cc1OCc1c(Cl)cccc1Cl. (3) Given the product COc1cccc(Oc2ccc(-c3cccnc3N)cc2)c1, predict the reactants needed to synthesize it. The reactants are: COc1cccc(I)c1.Nc1ncccc1-c1ccc(O)cc1. (4) Given the product O=[N+]([O-])c1ccc(CN2CCOCC2)c(F)c1, predict the reactants needed to synthesize it. The reactants are: C1COCCN1.O=[N+]([O-])c1ccc(CBr)c(F)c1.